Task: Predict the product of the given reaction.. Dataset: Forward reaction prediction with 1.9M reactions from USPTO patents (1976-2016) Given the reactants [C:1]([C:3]1[CH:8]=[CH:7][C:6]([CH:9]([CH3:15])[C:10]([O:12]CC)=[O:11])=[CH:5][CH:4]=1)#[N:2].O1CCCC1.O.[OH-].[Na+], predict the reaction product. The product is: [C:1]([C:3]1[CH:4]=[CH:5][C:6]([CH:9]([CH3:15])[C:10]([OH:12])=[O:11])=[CH:7][CH:8]=1)#[N:2].